Dataset: Full USPTO retrosynthesis dataset with 1.9M reactions from patents (1976-2016). Task: Predict the reactants needed to synthesize the given product. (1) Given the product [CH3:1][O:2][C:3]([C:5]1[C:6]2[C:21]3[N:26]=[C:25]([C:28]4[CH:33]=[CH:32][N:31]=[CH:30][CH:29]=4)[NH:27][C:20]=3[CH2:19][CH2:18][CH2:17][C:7]=2[NH:8][CH:9]=1)=[O:4], predict the reactants needed to synthesize it. The reactants are: [CH3:1][O:2][C:3]([C:5]1[C:6]2[C:21](=O)[CH:20](Br)[CH2:19][CH2:18][CH2:17][C:7]=2[N:8](C(OC(C)(C)C)=O)[CH:9]=1)=[O:4].Cl.[C:25]([C:28]1[CH:33]=[CH:32][N:31]=[CH:30][CH:29]=1)(=[NH:27])[NH2:26].C([O-])(O)=O.[Na+].CO. (2) Given the product [C:1]([O:5][C:6](=[O:47])[CH2:7][C@H:8]([NH2:31])[CH2:9][CH2:10][C:11]1[CH:16]=[CH:15][C:14]([C:17]2[CH:22]=[CH:21][C:20]([O:23][CH2:24][CH2:25][CH2:26][CH2:27][CH2:28][CH2:29][CH3:30])=[CH:19][CH:18]=2)=[CH:13][CH:12]=1)([CH3:3])([CH3:2])[CH3:4], predict the reactants needed to synthesize it. The reactants are: [C:1]([O:5][C:6](=[O:47])[CH2:7][C@H:8]([N:31](CC1C=CC=CC=1)[C@@H](C1C=CC=CC=1)C)[CH2:9][CH2:10][C:11]1[CH:16]=[CH:15][C:14]([C:17]2[CH:22]=[CH:21][C:20]([O:23][CH2:24][CH2:25][CH2:26][CH2:27][CH2:28][CH2:29][CH3:30])=[CH:19][CH:18]=2)=[CH:13][CH:12]=1)([CH3:4])([CH3:3])[CH3:2].CC(O)=O. (3) Given the product [CH3:23][C@H:24]([NH:28][CH2:2][CH2:3][CH2:4][C:5]1[CH:10]=[C:9]([C:11]2[CH:16]=[CH:15][CH:14]=[C:13]([C:17]([F:20])([F:19])[F:18])[CH:12]=2)[N:8]=[C:7]([C:21]#[N:22])[N:6]=1)[CH2:25][O:26][CH3:27], predict the reactants needed to synthesize it. The reactants are: O=[CH:2][CH2:3][CH2:4][C:5]1[CH:10]=[C:9]([C:11]2[CH:16]=[CH:15][CH:14]=[C:13]([C:17]([F:20])([F:19])[F:18])[CH:12]=2)[N:8]=[C:7]([C:21]#[N:22])[N:6]=1.[CH3:23][C@H:24]([NH2:28])[CH2:25][O:26][CH3:27].C(O)(=O)C.C(O[BH-](OC(=O)C)OC(=O)C)(=O)C.[Na+]. (4) Given the product [C:14]1([CH3:21])[CH:15]=[C:16]([CH3:20])[CH:17]=[C:18]([CH3:19])[C:13]=1[N:10]1[C:4]2[C:5](=[O:9])[NH:6][N:7]=[C:2]([NH:1][CH:25]([CH2:28][CH3:29])[CH2:26][CH3:27])[C:3]=2[CH:12]=[CH:11]1, predict the reactants needed to synthesize it. The reactants are: [NH2:1][C:2]1[C:3]2[CH:12]=[CH:11][N:10]([C:13]3[C:18]([CH3:19])=[CH:17][C:16]([CH3:20])=[CH:15][C:14]=3[CH3:21])[C:4]=2[C:5](=[O:9])[N:6](C)[N:7]=1.[H-].[Na+].Br[CH:25]([CH2:28][CH3:29])[CH2:26][CH3:27]. (5) Given the product [Cl:11][C:12]1[CH:13]=[CH:14][C:15]([N:28]2[CH:32]=[CH:31][CH:30]=[C:29]2[CH:8]=[O:9])=[C:16]([C:18](=[O:19])[C:20]2[CH:25]=[CH:24][CH:23]=[C:22]([Cl:26])[C:21]=2[Cl:27])[CH:17]=1, predict the reactants needed to synthesize it. The reactants are: P(Cl)(Cl)(Cl)=O.CN(C)[CH:8]=[O:9].[Cl:11][C:12]1[CH:13]=[CH:14][C:15]([N:28]2[CH:32]=[CH:31][CH:30]=[CH:29]2)=[C:16]([C:18]([C:20]2[CH:25]=[CH:24][CH:23]=[C:22]([Cl:26])[C:21]=2[Cl:27])=[O:19])[CH:17]=1.C([O-])(=O)C.[Na+]. (6) Given the product [CH3:21][N:22]([CH3:26])[C:23](=[O:24])[O:13][C:4]1[C:3]([CH3:14])=[C:2]([NH2:1])[N:6]([C:7]2[CH:12]=[CH:11][CH:10]=[CH:9][CH:8]=2)[N:5]=1, predict the reactants needed to synthesize it. The reactants are: [NH2:1][C:2]1[N:6]([C:7]2[CH:12]=[CH:11][CH:10]=[CH:9][CH:8]=2)[NH:5][C:4](=[O:13])[C:3]=1[CH3:14].C([O-])([O-])=O.[K+].[K+].[CH3:21][N:22]([CH3:26])[C:23](Cl)=[O:24].O.